Dataset: Reaction yield outcomes from USPTO patents with 853,638 reactions. Task: Predict the reaction yield, written as a fraction of the theoretical maximum amount of product (1.0 means a 100% yield; for example, 0.34 means a 34% yield). (1) The reactants are C(OC(=O)[NH:7][C@H:8]([C:20]1[NH:24][N:23]=[N:22][N:21]=1)[CH2:9][C:10]1[CH:15]=[CH:14][C:13]([O:16][CH2:17][CH:18]=[CH2:19])=[CH:12][CH:11]=1)(C)(C)C.[ClH:26].O1CCOCC1. The catalyst is C(Cl)Cl. The product is [ClH:26].[CH2:17]([O:16][C:13]1[CH:14]=[CH:15][C:10]([CH2:9][C@@H:8]([C:20]2[NH:24][N:23]=[N:22][N:21]=2)[NH2:7])=[CH:11][CH:12]=1)[CH:18]=[CH2:19]. The yield is 0.950. (2) The reactants are [BrH:1].BrC[C:4]1[CH:5]=[C:6]2[C:10](=[CH:11][CH:12]=1)[NH:9][N:8]=[CH:7]2.[O:13]1[CH:18]=[CH:17][CH2:16][CH2:15][CH2:14]1.Cl[CH2:20]Cl. The catalyst is O1CCCC1. The product is [Br:1][CH2:20][C:5]1[CH:4]=[CH:12][CH:11]=[C:10]2[C:6]=1[CH:7]=[N:8][N:9]2[CH:18]1[CH2:17][CH2:16][CH2:15][CH2:14][O:13]1. The yield is 0.780. (3) The reactants are [C:1]([C:4]1[CH:9]=[CH:8][CH:7]=[C:6]([CH3:10])[N:5]=1)(=O)[CH3:2].C([O-])(=O)C.[NH4+].C([BH3-])#[N:17].[Na+]. The catalyst is CO. The product is [CH3:10][C:6]1[N:5]=[C:4]([CH:1]([NH2:17])[CH3:2])[CH:9]=[CH:8][CH:7]=1. The yield is 0.0500. (4) The reactants are [N:1]1([C:7]2[CH:12]=[CH:11][C:10]([NH:13][C:14]([C:16]3[N:21]=[C:20]([CH2:22][N:23]4[CH2:29][CH2:28][CH2:27][N:26](C(OC(C)(C)C)=O)[CH2:25][CH2:24]4)[CH:19]=[CH:18][CH:17]=3)=[O:15])=[C:9]([C:37]3[CH:42]=[C:41]([C:43](=[O:56])[NH:44][CH2:45][C:46]4[CH:51]=[CH:50][CH:49]=[C:48]([C:52]([F:55])([F:54])[F:53])[CH:47]=4)[CH:40]=[CH:39][N:38]=3)[CH:8]=2)[CH2:6][CH2:5][CH2:4][CH2:3][CH2:2]1.FC(F)(F)C(O)=O.C(=O)(O)[O-].[Na+]. The catalyst is ClCCl. The product is [N:23]1([CH2:22][C:20]2[N:21]=[C:16]([C:14]([NH:13][C:10]3[CH:11]=[CH:12][C:7]([N:1]4[CH2:2][CH2:3][CH2:4][CH2:5][CH2:6]4)=[CH:8][C:9]=3[C:37]3[CH:42]=[C:41]([C:43](=[O:56])[NH:44][CH2:45][C:46]4[CH:51]=[CH:50][CH:49]=[C:48]([C:52]([F:53])([F:55])[F:54])[CH:47]=4)[CH:40]=[CH:39][N:38]=3)=[O:15])[CH:17]=[CH:18][CH:19]=2)[CH2:29][CH2:28][CH2:27][NH:26][CH2:25][CH2:24]1. The yield is 0.970.